From a dataset of Reaction yield outcomes from USPTO patents with 853,638 reactions. Predict the reaction yield, written as a fraction of the theoretical maximum amount of product (1.0 means a 100% yield; for example, 0.34 means a 34% yield). (1) The reactants are [OH:1][C:2]1[CH:9]=[CH:8][C:5]([CH:6]=[O:7])=[CH:4][C:3]=1[CH3:10].C(=O)([O-])[O-].[K+].[K+].Br[CH2:18][C:19]1[CH:24]=[CH:23][C:22]([C:25]([F:28])([F:27])[F:26])=[CH:21][C:20]=1[C:29]([F:32])([F:31])[F:30].O. The product is [F:30][C:29]([F:31])([F:32])[C:20]1[CH:21]=[C:22]([C:25]([F:28])([F:26])[F:27])[CH:23]=[CH:24][C:19]=1[CH2:18][O:1][C:2]1[CH:9]=[CH:8][C:5]([CH:6]=[O:7])=[CH:4][C:3]=1[CH3:10]. The yield is 0.850. The catalyst is CN(C=O)C. (2) The reactants are [F:1][C:2]1[C:10]([C:11]([O:13][CH3:14])=[O:12])=[CH:9][CH:8]=[CH:7][C:3]=1[C:4]([OH:6])=O.[NH:15]1[CH2:20][CH2:19][CH2:18][CH2:17][CH2:16]1. The catalyst is ClCCl. The product is [F:1][C:2]1[C:3]([C:4]([N:15]2[CH2:20][CH2:19][CH2:18][CH2:17][CH2:16]2)=[O:6])=[CH:7][CH:8]=[CH:9][C:10]=1[C:11]([O:13][CH3:14])=[O:12]. The yield is 0.990. (3) The reactants are [C:1]([CH:9]1[CH2:13][CH:12]([O:14][Si](C(C)(C)C)(C)C)[CH2:11][N:10]1[C:22]([O:24][C:25]([CH3:28])(C)C)=[O:23])(=[O:8])[C:2]1[CH:7]=[CH:6][CH:5]=[CH:4][CH:3]=1.Cl.CO.Cl.O1CCOCC1.C(=O)([O-])O.[Na+].[N+:44]([C:47]1[CH:57]=[CH:56]C(COC(Cl)=O)=[CH:49][CH:48]=1)([O-:46])=[O:45]. The catalyst is O1CCOCC1.O. The product is [C:1]([CH:9]1[CH2:13][CH:12]([OH:14])[CH2:11][N:10]1[C:22]([O:24][CH2:25][C:28]1[CH:56]=[CH:57][C:47]([N+:44]([O-:46])=[O:45])=[CH:48][CH:49]=1)=[O:23])(=[O:8])[C:2]1[CH:3]=[CH:4][CH:5]=[CH:6][CH:7]=1. The yield is 1.00. (4) The reactants are F[P-](F)(F)(F)(F)F.N1(OC(N(C)C)=[N+](C)C)C2N=CC=CC=2N=N1.[C:25]([O:29][C:30]([NH:32][C:33]1([C:48](O)=[O:49])[CH2:38][CH2:37][N:36]([C:39]2[C:40]3[CH:47]=[CH:46][NH:45][C:41]=3[N:42]=[CH:43][N:44]=2)[CH2:35][CH2:34]1)=[O:31])([CH3:28])([CH3:27])[CH3:26].C(N(CC)C(C)C)(C)C.[NH2:60][C@H:61]([C:67]1[CH:72]=[CH:71][C:70]([Cl:73])=[CH:69][CH:68]=1)[CH2:62][C:63]([O:65][CH3:66])=[O:64]. The catalyst is CN1C(=O)CCC1.CCOC(C)=O. The product is [C:25]([O:29][C:30]([NH:32][C:33]1([C:48]([NH:60][C@H:61]([C:67]2[CH:68]=[CH:69][C:70]([Cl:73])=[CH:71][CH:72]=2)[CH2:62][C:63]([O:65][CH3:66])=[O:64])=[O:49])[CH2:38][CH2:37][N:36]([C:39]2[C:40]3[CH:47]=[CH:46][NH:45][C:41]=3[N:42]=[CH:43][N:44]=2)[CH2:35][CH2:34]1)=[O:31])([CH3:26])([CH3:28])[CH3:27]. The yield is 0.820.